This data is from TCR-epitope binding with 47,182 pairs between 192 epitopes and 23,139 TCRs. The task is: Binary Classification. Given a T-cell receptor sequence (or CDR3 region) and an epitope sequence, predict whether binding occurs between them. (1) The epitope is NLNESLIDL. The TCR CDR3 sequence is CASSTGNPNEQFF. Result: 1 (the TCR binds to the epitope). (2) The epitope is NQKLIANQF. The TCR CDR3 sequence is CSGRGPNGELFF. Result: 0 (the TCR does not bind to the epitope). (3) The TCR CDR3 sequence is CSATGGRHTGELFF. The epitope is RLDKVEAEV. Result: 0 (the TCR does not bind to the epitope). (4) The epitope is PKYVKQNTLKLAT. Result: 1 (the TCR binds to the epitope). The TCR CDR3 sequence is CASSVAPSGSESPLHF.